This data is from Catalyst prediction with 721,799 reactions and 888 catalyst types from USPTO. The task is: Predict which catalyst facilitates the given reaction. (1) Reactant: [C:1]([O:5][C:6]([C:8]1[CH:9]=[CH:10][C:11]([NH:14][CH2:15][CH2:16][C:17]2[CH:22]=[C:21]([Br:23])[CH:20]=[CH:19][C:18]=2[O:24][CH2:25][C:26]2[CH:31]=[CH:30][CH:29]=[CH:28][CH:27]=2)=[N:12][CH:13]=1)=[O:7])([CH3:4])([CH3:3])[CH3:2].[H-].[Na+].I[CH2:35][CH3:36]. Product: [CH2:25]([O:24][C:18]1[CH:19]=[CH:20][C:21]([Br:23])=[CH:22][C:17]=1[CH2:16][CH2:15][N:14]([C:11]1[CH:10]=[CH:9][C:8]([C:6]([O:5][C:1]([CH3:4])([CH3:2])[CH3:3])=[O:7])=[CH:13][N:12]=1)[CH2:35][CH3:36])[C:26]1[CH:31]=[CH:30][CH:29]=[CH:28][CH:27]=1. The catalyst class is: 369. (2) Reactant: Cl.O.[NH:3]1[CH2:8][CH2:7][C:6](=[O:9])[CH2:5][CH2:4]1.[OH-].[Na+].[C:12]([O:16][C:17](=O)[O:18]C(C)(C)C)([CH3:15])([CH3:14])[CH3:13]. Product: [C:12]([O:16][C:17]([N:3]1[CH2:8][CH2:7][C:6](=[O:9])[CH2:5][CH2:4]1)=[O:18])([CH3:15])([CH3:14])[CH3:13]. The catalyst class is: 6. (3) Reactant: [Cl:1][C:2]1[C:3]([NH:12][CH:13]([CH3:15])[CH3:14])=[N:4][CH:5]=[C:6]([CH:11]=1)[C:7]([O:9][CH3:10])=[O:8].[H-].[Na+].[CH2:18](Br)[CH:19]=[CH2:20]. Product: [CH2:20]([N:12]([CH:13]([CH3:15])[CH3:14])[C:3]1[C:2]([Cl:1])=[CH:11][C:6]([C:7]([O:9][CH3:10])=[O:8])=[CH:5][N:4]=1)[CH:19]=[CH2:18]. The catalyst class is: 3. (4) Reactant: [CH3:1][O:2][C:3]1[CH:4]=[C:5]([CH:21]=[CH:22][C:23]=1[O:24][CH2:25][C:26]1[N:27]=[C:28]([C:32]2[CH:37]=[CH:36][CH:35]=[CH:34][CH:33]=2)[O:29][C:30]=1[CH3:31])[CH2:6][O:7][C:8]1[C:12]([CH:13]=O)=[CH:11][N:10]([C:15]2[CH:20]=[CH:19][CH:18]=[CH:17][CH:16]=2)[N:9]=1.C(OP([CH2:46][C:47]([O:49][CH2:50][CH3:51])=[O:48])(OCC)=O)C.CN(C)C=O.[H-].[Na+]. Product: [CH3:1][O:2][C:3]1[CH:4]=[C:5]([CH:21]=[CH:22][C:23]=1[O:24][CH2:25][C:26]1[N:27]=[C:28]([C:32]2[CH:37]=[CH:36][CH:35]=[CH:34][CH:33]=2)[O:29][C:30]=1[CH3:31])[CH2:6][O:7][C:8]1[C:12](/[CH:13]=[CH:46]/[C:47]([O:49][CH2:50][CH3:51])=[O:48])=[CH:11][N:10]([C:15]2[CH:16]=[CH:17][CH:18]=[CH:19][CH:20]=2)[N:9]=1. The catalyst class is: 6. (5) Reactant: [C:1]([NH2:4])(=[O:3])[CH3:2].Br[CH2:6][C:7]([C:9]1[CH:14]=[CH:13][C:12]([O:15][CH2:16][C:17]2[CH:26]=[CH:25][C:24]3[C:19](=[CH:20][CH:21]=[C:22]([F:27])[CH:23]=3)[N:18]=2)=[CH:11][C:10]=1[CH:28]([C:33]1[CH:38]=[CH:37][CH:36]=[CH:35][CH:34]=1)[C:29]([CH3:32])([CH3:31])[CH3:30])=O. Product: [CH3:30][C:29]([CH3:32])([CH3:31])[CH:28]([C:10]1[CH:11]=[C:12]([CH:13]=[CH:14][C:9]=1[C:7]1[N:4]=[C:1]([CH3:2])[O:3][CH:6]=1)[O:15][CH2:16][C:17]1[CH:26]=[CH:25][C:24]2[C:19](=[CH:20][CH:21]=[C:22]([F:27])[CH:23]=2)[N:18]=1)[C:33]1[CH:38]=[CH:37][CH:36]=[CH:35][CH:34]=1. The catalyst class is: 6. (6) Reactant: [CH:1]([NH:4][C:5]1[C:6]([NH2:12])=[CH:7][CH:8]=[C:9]([CH3:11])[CH:10]=1)([CH3:3])[CH3:2].C1(N=C=NC2CCCCC2)CCCCC1.Br[CH2:29][C:30](O)=[O:31].C(=O)([O-])[O-].[K+].[K+]. Product: [CH:1]([N:4]1[C:5]2[C:6](=[CH:7][CH:8]=[C:9]([CH3:11])[CH:10]=2)[NH:12][C:30](=[O:31])[CH2:29]1)([CH3:3])[CH3:2]. The catalyst class is: 4. (7) Reactant: [C:1]([O:5][C:6](=[O:19])[NH:7][C:8]1[CH:13]=[C:12](Cl)[C:11]([Cl:15])=[CH:10][C:9]=1[N+:16]([O-:18])=[O:17])([CH3:4])([CH3:3])[CH3:2].[CH3:20][O:21][CH2:22][CH2:23][NH:24][CH3:25].CCN(CC)CC. Product: [C:1]([O:5][C:6](=[O:19])[NH:7][C:8]1[CH:13]=[C:12]([N:24]([CH2:23][CH2:22][O:21][CH3:20])[CH3:25])[C:11]([Cl:15])=[CH:10][C:9]=1[N+:16]([O-:18])=[O:17])([CH3:4])([CH3:3])[CH3:2]. The catalyst class is: 16. (8) Product: [OH:2][C:3]1[CH:4]=[CH:5][C:6]2[CH2:12][CH2:11][CH2:10][CH2:9][N:8]([CH2:13][CH3:14])[C:7]=2[CH:15]=1. The catalyst class is: 2. Reactant: C[O:2][C:3]1[CH:4]=[CH:5][C:6]2[CH2:12][CH2:11][CH2:10][CH2:9][N:8]([CH2:13][CH3:14])[C:7]=2[CH:15]=1.B(Br)(Br)Br.